Dataset: Full USPTO retrosynthesis dataset with 1.9M reactions from patents (1976-2016). Task: Predict the reactants needed to synthesize the given product. (1) Given the product [CH:1]([O:4][C:5]1[CH:21]=[CH:20][C:8]([O:9][C:10]2[S:11][C:12](/[CH:15]=[CH:16]/[CH:17]([OH:19])[CH3:18])=[CH:13][N:14]=2)=[CH:7][CH:6]=1)([CH3:2])[CH3:3], predict the reactants needed to synthesize it. The reactants are: [CH:1]([O:4][C:5]1[CH:21]=[CH:20][C:8]([O:9][C:10]2[S:11][C:12](/[CH:15]=[CH:16]/[C:17](=[O:19])[CH3:18])=[CH:13][N:14]=2)=[CH:7][CH:6]=1)([CH3:3])[CH3:2].[Cl-].[Ce+3].[Cl-].[Cl-].[BH4-].[Na+]. (2) Given the product [Br:22][C:19]1[CH:20]=[CH:21][C:16]([N:12]2[C:11]3[CH:10]=[C:4]([C:5]([O:7][CH2:8][CH3:9])=[O:6])[NH:1][C:15]=3[N:14]=[CH:13]2)=[CH:17][CH:18]=1, predict the reactants needed to synthesize it. The reactants are: [N:1]([C:4](=[CH:10][C:11]1[N:12]([C:16]2[CH:21]=[CH:20][C:19]([Br:22])=[CH:18][CH:17]=2)[CH:13]=[N:14][CH:15]=1)[C:5]([O:7][CH2:8][CH3:9])=[O:6])=[N+]=[N-]. (3) Given the product [CH2:61]([O:68][C:69]([NH:70][CH2:71][CH2:72][CH2:73][CH2:74][CH2:75][CH2:76][N:2]([CH3:1])[C@H:3]([C:7]([NH:9][C@H:10]([C:14]([N:16]([C@@H:18]([C@@H:57]([CH3:60])[CH2:58][CH3:59])[C@H:19]([O:55][CH3:56])[CH2:20][C:21]([N:23]1[CH2:27][CH2:26][CH2:25][C@H:24]1[C@H:28]([O:53][CH3:54])[C@@H:29]([CH3:52])[C:30](=[O:51])[NH:31][C@H:32]([C:40]1[O:41][C:42]([C:45]2[CH:46]=[CH:47][CH:48]=[CH:49][CH:50]=2)=[N:43][N:44]=1)[CH2:33][C:34]1[CH:35]=[CH:36][CH:37]=[CH:38][CH:39]=1)=[O:22])[CH3:17])=[O:15])[CH:11]([CH3:13])[CH3:12])=[O:8])[CH:4]([CH3:5])[CH3:6])=[O:78])[C:62]1[CH:67]=[CH:66][CH:65]=[CH:64][CH:63]=1, predict the reactants needed to synthesize it. The reactants are: [CH3:1][NH:2][C@H:3]([C:7]([NH:9][C@H:10]([C:14]([N:16]([C@@H:18]([C@@H:57]([CH3:60])[CH2:58][CH3:59])[C@H:19]([O:55][CH3:56])[CH2:20][C:21]([N:23]1[CH2:27][CH2:26][CH2:25][C@H:24]1[C@H:28]([O:53][CH3:54])[C@@H:29]([CH3:52])[C:30](=[O:51])[NH:31][C@H:32]([C:40]1[O:41][C:42]([C:45]2[CH:50]=[CH:49][CH:48]=[CH:47][CH:46]=2)=[N:43][N:44]=1)[CH2:33][C:34]1[CH:39]=[CH:38][CH:37]=[CH:36][CH:35]=1)=[O:22])[CH3:17])=[O:15])[CH:11]([CH3:13])[CH3:12])=[O:8])[CH:4]([CH3:6])[CH3:5].[CH2:61]([O:68][C:69](=[O:78])[NH:70][CH2:71][CH2:72][CH2:73][CH2:74][CH2:75][CH:76]=O)[C:62]1[CH:67]=[CH:66][CH:65]=[CH:64][CH:63]=1.C(O)(=O)C.C(O)(C(F)(F)F)=O.